Dataset: Forward reaction prediction with 1.9M reactions from USPTO patents (1976-2016). Task: Predict the product of the given reaction. Given the reactants Br[C:2]1[C:3]([Cl:22])=[C:4]([CH2:9][C:10]([NH:12][C:13]2[N:14]=[CH:15][S:16][C:17]=2[C:18]([O:20][CH3:21])=[O:19])=[O:11])[C:5]([Cl:8])=[CH:6][CH:7]=1.[Cl:23][C:24]1[S:28][C:27](B(O)O)=[CH:26][CH:25]=1.P([O-])([O-])([O-])=O.[K+].[K+].[K+].C1(P(C2CCCCC2)C2CCCCC2)CCCCC1, predict the reaction product. The product is: [Cl:22][C:3]1[C:2]([C:27]2[S:28][C:24]([Cl:23])=[CH:25][CH:26]=2)=[CH:7][CH:6]=[C:5]([Cl:8])[C:4]=1[CH2:9][C:10]([NH:12][C:13]1[N:14]=[CH:15][S:16][C:17]=1[C:18]([O:20][CH3:21])=[O:19])=[O:11].